From a dataset of Forward reaction prediction with 1.9M reactions from USPTO patents (1976-2016). Predict the product of the given reaction. (1) Given the reactants Cl[C:2]1[C:7]([F:8])=[C:6]([Cl:9])[N:5]=[C:4]([C:10]2[N:14]3[CH:15]=[C:16]([F:19])[CH:17]=[CH:18][C:13]3=[N:12][CH:11]=2)[N:3]=1.[NH2:20][C@@H:21]1[CH2:26][CH2:25][CH2:24][N:23]([C:27]([O:29][C:30]([CH3:33])([CH3:32])[CH3:31])=[O:28])[CH2:22]1, predict the reaction product. The product is: [Cl:9][C:6]1[N:5]=[C:4]([C:10]2[N:14]3[CH:15]=[C:16]([F:19])[CH:17]=[CH:18][C:13]3=[N:12][CH:11]=2)[N:3]=[C:2]([NH:20][C@@H:21]2[CH2:26][CH2:25][CH2:24][N:23]([C:27]([O:29][C:30]([CH3:33])([CH3:32])[CH3:31])=[O:28])[CH2:22]2)[C:7]=1[F:8]. (2) Given the reactants [F:1][C:2]([F:11])([F:10])[C:3]1[CH:8]=[CH:7][N:6]=[C:5]([NH2:9])[CH:4]=1.N1C=CC=CC=1.Cl[C:19]([O:21][C:22]([CH3:24])=[CH2:23])=[O:20], predict the reaction product. The product is: [F:11][C:2]([F:1])([F:10])[C:3]1[CH:8]=[CH:7][N:6]=[C:5]([NH:9][C:19](=[O:20])[O:21][C:22]([CH3:24])=[CH2:23])[CH:4]=1. (3) Given the reactants FC(F)(F)C(O)=O.[CH3:8][C:9]([CH3:45])([CH2:43][CH3:44])[CH2:10][C:11]1[N:12]=[C:13]([CH:23]([NH:38][C:39]([O:41][CH3:42])=[O:40])[CH2:24][C:25]2[CH:30]=[CH:29][C:28]([C:31]3[CH:36]=[CH:35][C:34]([F:37])=[CH:33][N:32]=3)=[CH:27][CH:26]=2)[N:14](C(OC(C)(C)C)=O)[CH:15]=1, predict the reaction product. The product is: [CH3:42][O:41][C:39](=[O:40])[NH:38][CH:23]([C:13]1[NH:14][CH:15]=[C:11]([CH2:10][C:9]([CH3:45])([CH3:8])[CH2:43][CH3:44])[N:12]=1)[CH2:24][C:25]1[CH:26]=[CH:27][C:28]([C:31]2[CH:36]=[CH:35][C:34]([F:37])=[CH:33][N:32]=2)=[CH:29][CH:30]=1. (4) The product is: [I:19][C:9]1[C:7]2=[N:8][C:3]([O:2][CH3:1])=[CH:4][CH:5]=[C:6]2[NH:11][CH:10]=1. Given the reactants [CH3:1][O:2][C:3]1[N:8]=[C:7]2[CH:9]=[CH:10][NH:11][C:6]2=[CH:5][CH:4]=1.CN(C=O)C.[OH-].[K+].[I:19]I, predict the reaction product. (5) Given the reactants [NH2:1][C:2]([C:5]1[CH:14]=[CH:13][C:8]([C:9]([O:11][CH3:12])=[O:10])=[CH:7][CH:6]=1)([CH3:4])[CH3:3].C(N(CC)CC)C.[CH3:22][S:23](Cl)(=[O:25])=[O:24], predict the reaction product. The product is: [CH3:22][S:23]([NH:1][C:2]([C:5]1[CH:14]=[CH:13][C:8]([C:9]([O:11][CH3:12])=[O:10])=[CH:7][CH:6]=1)([CH3:3])[CH3:4])(=[O:25])=[O:24].